From a dataset of Catalyst prediction with 721,799 reactions and 888 catalyst types from USPTO. Predict which catalyst facilitates the given reaction. (1) Reactant: Cl[C:2]1[C:7]([O:8][CH3:9])=[CH:6][N:5]=[C:4]([O:10][CH3:11])[N:3]=1.[N:12]#[C:13][NH2:14].[Na].O.Cl. Product: [CH3:11][O:10][C:4]1[N:3]=[C:2]([NH:14][C:13]#[N:12])[C:7]([O:8][CH3:9])=[CH:6][N:5]=1. The catalyst class is: 60. (2) Reactant: [CH3:1][C:2]1([CH3:30])[CH2:7][O:6][CH:5]([C:8]2[S:12][C:11]([C@H:13]([NH:23][S+]([O-])C(C)(C)C)[CH2:14][O:15][Si](C)(C)C(C)(C)C)=[CH:10][CH:9]=2)[O:4][CH2:3]1.[ClH:31]. Product: [ClH:31].[NH2:23][C@@H:13]([C:11]1[S:12][C:8]([CH:5]2[O:6][CH2:7][C:2]([CH3:30])([CH3:1])[CH2:3][O:4]2)=[CH:9][CH:10]=1)[CH2:14][OH:15]. The catalyst class is: 5. (3) Reactant: [C:1]([Si:5]([O:8][CH2:9][CH2:10][CH2:11][C:12]1[CH:17]=[CH:16][C:15]([O:18][CH3:19])=[CH:14][C:13]=1[O:20][CH3:21])([CH3:7])[CH3:6])([CH3:4])([CH3:3])[CH3:2].C(=O)([O-])[OH:23].[Na+].ClC1C=CC=C(C(OO)=O)C=1. Product: [Si:5]([O:8][CH2:9][CH2:10][C:11]([C:12]1[CH:17]=[CH:16][C:15]([O:18][CH3:19])=[CH:14][C:13]=1[O:20][CH3:21])=[O:23])([C:1]([CH3:3])([CH3:2])[CH3:4])([CH3:7])[CH3:6]. The catalyst class is: 4. (4) Reactant: [F:1][C:2]1[CH:7]=[CH:6][CH:5]=[CH:4][C:3]=1[C:8]1[C:16]2[C:11](=[N:12][C:13]([O:21][CH2:22][C:23](O)=[O:24])=[CH:14][C:15]=2[C:17]([F:20])([F:19])[F:18])[N:10]([CH3:26])[N:9]=1.CC(C)N=C=NC(C)C.C1C=CC2N(O)N=NC=2C=1.[CH3:46][C@H:47]([NH2:54])[C:48]1[CH:53]=[CH:52][CH:51]=[CH:50][CH:49]=1. Product: [F:1][C:2]1[CH:7]=[CH:6][CH:5]=[CH:4][C:3]=1[C:8]1[C:16]2[C:11](=[N:12][C:13]([O:21][CH2:22][C:23]([NH:54][C@H:47]([C:48]3[CH:53]=[CH:52][CH:51]=[CH:50][CH:49]=3)[CH3:46])=[O:24])=[CH:14][C:15]=2[C:17]([F:20])([F:18])[F:19])[N:10]([CH3:26])[N:9]=1. The catalyst class is: 3. (5) Reactant: Br[C:2]1[CH:7]=[CH:6][C:5]([C:8]([F:11])([F:10])[F:9])=[CH:4][CH:3]=1.[Mg].II.[N:15]1[C:24]2[C:19](=[CH:20][CH:21]=[N:22][CH:23]=2)[CH:18]=[CH:17][CH:16]=1.Cl[C:26]([O:28][CH2:29][CH3:30])=[O:27].N#N. Product: [F:9][C:8]([F:11])([F:10])[C:5]1[CH:6]=[CH:7][C:2]([CH:23]2[C:24]3[N:15]=[CH:16][CH:17]=[CH:18][C:19]=3[CH:20]=[CH:21][N:22]2[C:26]([O:28][CH2:29][CH3:30])=[O:27])=[CH:3][CH:4]=1. The catalyst class is: 1.